Dataset: Catalyst prediction with 721,799 reactions and 888 catalyst types from USPTO. Task: Predict which catalyst facilitates the given reaction. Reactant: [C:1]([O:4][C:5](=[O:7])[CH3:6])(=[O:3])[CH3:2].[C:8]([OH:11])(=[O:10])[CH3:9].N1[CH:17]=[CH:16][CH:15]=CC=1.S(=O)(=O)(O)O.C([O:26][CH:27]([CH3:29])C)(C)C.[C:30]([O-:33])(=[O:32])[CH3:31].[Na+].C(=O)(O)[O-:36].[Na+]. Product: [C:1]([O:4][CH:5]1[O:7][C@@H:16]([CH2:15][O:36][C:27](=[O:26])[CH3:29])[C@H:17]([O:32][C:30](=[O:33])[CH3:31])[C@@H:6]1[O:10][C:8](=[O:11])[CH3:9])(=[O:3])[CH3:2]. The catalyst class is: 13.